Dataset: Catalyst prediction with 721,799 reactions and 888 catalyst types from USPTO. Task: Predict which catalyst facilitates the given reaction. (1) Reactant: Br[C:2]1[C:3]([N:17]2[CH:21]=[CH:20][C:19]([C:22]([F:25])([F:24])[F:23])=[N:18]2)=[N:4][C:5]([NH:8][C:9]2[CH:14]=[CH:13][C:12]([F:15])=[C:11]([Cl:16])[CH:10]=2)=[N:6][CH:7]=1.[N:26]1[CH:31]=[CH:30][C:29]([CH:32]([O:34][C:35]2[C:40]([C:41]([O:43][CH3:44])=[O:42])=[CH:39][C:38](B3OC(C)(C)C(C)(C)O3)=[CH:37][N:36]=2)[CH3:33])=[CH:28][CH:27]=1.COC(C1C=C(B(O)O)C=NC=1OC(C1C=CN=CC=1)C)=O.B(O)O.C(Cl)Cl.C(=O)([O-])[O-].[Na+].[Na+]. Product: [Cl:16][C:11]1[CH:10]=[C:9]([NH:8][C:5]2[N:4]=[C:3]([N:17]3[CH:21]=[CH:20][C:19]([C:22]([F:25])([F:24])[F:23])=[N:18]3)[C:2]([C:38]3[CH:39]=[C:40]([C:41]([O:43][CH3:44])=[O:42])[C:35]([O:34][CH:32]([C:29]4[CH:30]=[CH:31][N:26]=[CH:27][CH:28]=4)[CH3:33])=[N:36][CH:37]=3)=[CH:7][N:6]=2)[CH:14]=[CH:13][C:12]=1[F:15]. The catalyst class is: 47. (2) Reactant: [O:1]=[S:2]1(=[O:32])[C:7]2[CH:8]=[CH:9][CH:10]=[CH:11][C:6]=2[NH:5][C:4]([C:12]2[C:13](=[O:31])[N:14]([N:23]=[CH:24][C:25]3[CH:26]=[N:27][CH:28]=[CH:29][CH:30]=3)[C:15]3[C:20]([C:21]=2[OH:22])=[CH:19][CH:18]=[CH:17][CH:16]=3)=[N:3]1.CO.[BH4-].[Li+].Cl. Product: [O:32]=[S:2]1(=[O:1])[C:7]2[CH:8]=[CH:9][CH:10]=[CH:11][C:6]=2[NH:5][C:4]([C:12]2[C:13](=[O:31])[N:14]([NH:23][CH2:24][C:25]3[CH:26]=[N:27][CH:28]=[CH:29][CH:30]=3)[C:15]3[C:20]([C:21]=2[OH:22])=[CH:19][CH:18]=[CH:17][CH:16]=3)=[N:3]1. The catalyst class is: 30. (3) Reactant: [CH3:1][O:2][CH:3]=[CH:4][C:5]1[C:14]2[O:13][CH2:12][C:11](=[O:15])[NH:10][C:9]=2[CH:8]=[CH:7][CH:6]=1.I[CH3:17].[H-].[Na+]. Product: [CH3:17][N:10]1[C:9]2[CH:8]=[CH:7][CH:6]=[C:5]([CH:4]=[CH:3][O:2][CH3:1])[C:14]=2[O:13][CH2:12][C:11]1=[O:15]. The catalyst class is: 39. (4) Reactant: [F:1][C:2]1[CH:30]=[CH:29][C:5]([C:6]([NH:8][C:9]([CH3:28])([CH3:27])[C:10]([NH:12][C:13]2[S:14][C:15]([C:24](O)=[O:25])=[C:16]([C:18]3[CH:23]=[CH:22][CH:21]=[CH:20][CH:19]=3)[N:17]=2)=[O:11])=[O:7])=[CH:4][CH:3]=1.CN(C(ON1N=NC2C=CC=CC1=2)=[N+](C)C)C.F[P-](F)(F)(F)(F)F.C(N(CC)CC)C.[C:62]([N:69]1[CH2:74][CH2:73][NH:72][CH2:71][CH2:70]1)([O:64][C:65]([CH3:68])([CH3:67])[CH3:66])=[O:63]. Product: [C:65]([O:64][C:62]([N:69]1[CH2:74][CH2:73][N:72]([C:24]([C:15]2[S:14][C:13]([NH:12][C:10](=[O:11])[C:9]([NH:8][C:6](=[O:7])[C:5]3[CH:29]=[CH:30][C:2]([F:1])=[CH:3][CH:4]=3)([CH3:27])[CH3:28])=[N:17][C:16]=2[C:18]2[CH:23]=[CH:22][CH:21]=[CH:20][CH:19]=2)=[O:25])[CH2:71][CH2:70]1)=[O:63])([CH3:68])([CH3:66])[CH3:67]. The catalyst class is: 3. (5) Reactant: Cl[CH2:2][C:3]([C:5]1[CH:6]=[C:7]2[C:11](=[CH:12][CH:13]=1)[NH:10][C:9](=[O:14])[CH2:8]2)=[O:4].[Na+].[I-].[N-:17]=[N+:18]=[N-:19].[Na+].O. Product: [N:17]([CH2:2][C:3]([C:5]1[CH:6]=[C:7]2[C:11](=[CH:12][CH:13]=1)[NH:10][C:9](=[O:14])[CH2:8]2)=[O:4])=[N+:18]=[N-:19]. The catalyst class is: 31. (6) The catalyst class is: 17. Reactant: [CH3:1][O:2][C:3]1[C:8]2[N:9]=[C:10]([NH2:12])[S:11][C:7]=2[C:6]([CH2:13][N:14]2[CH2:19][CH2:18][O:17][CH2:16][CH2:15]2)=[CH:5][CH:4]=1.[F:20][C:21]1[CH:29]=[CH:28][C:24]([C:25](Cl)=[O:26])=[CH:23][CH:22]=1. Product: [F:20][C:21]1[CH:29]=[CH:28][C:24]([C:25]([NH:12][C:10]2[S:11][C:7]3[C:6]([CH2:13][N:14]4[CH2:19][CH2:18][O:17][CH2:16][CH2:15]4)=[CH:5][CH:4]=[C:3]([O:2][CH3:1])[C:8]=3[N:9]=2)=[O:26])=[CH:23][CH:22]=1.